Dataset: Forward reaction prediction with 1.9M reactions from USPTO patents (1976-2016). Task: Predict the product of the given reaction. (1) Given the reactants [CH3:1][O:2][C:3]1[CH:4]=[C:5]([CH2:11][NH:12][CH:13]2[CH2:18][CH2:17][N:16]([C:19]([O:21][C:22]([CH3:25])([CH3:24])[CH3:23])=[O:20])[CH2:15][CH2:14]2)[CH:6]=[CH:7][C:8]=1[O:9][CH3:10].C(N(C(C)C)CC)(C)C.[CH3:35][O:36][C:37]1[CH:42]=[CH:41][C:40]([CH2:43][C:44](Cl)=[O:45])=[CH:39][CH:38]=1.O, predict the reaction product. The product is: [CH3:1][O:2][C:3]1[CH:4]=[C:5]([CH2:11][N:12]([CH:13]2[CH2:14][CH2:15][N:16]([C:19]([O:21][C:22]([CH3:25])([CH3:24])[CH3:23])=[O:20])[CH2:17][CH2:18]2)[C:44](=[O:45])[CH2:43][C:40]2[CH:41]=[CH:42][C:37]([O:36][CH3:35])=[CH:38][CH:39]=2)[CH:6]=[CH:7][C:8]=1[O:9][CH3:10]. (2) Given the reactants [NH:1]1[C:5]2=[N:6][CH:7]=[CH:8][CH:9]=[C:4]2[CH:3]=[CH:2]1.[N:10]1([C:16]2[N:23]=[CH:22][CH:21]=[CH:20][C:17]=2[C:18]#[N:19])[CH2:15][CH2:14][NH:13][CH2:12][CH2:11]1.[C:24]([O-])(=O)C.[Na+].C=O, predict the reaction product. The product is: [NH:1]1[C:5]2=[N:6][CH:7]=[CH:8][CH:9]=[C:4]2[CH:3]=[C:2]1[CH2:24][N:13]1[CH2:12][CH2:11][N:10]([C:16]2[N:23]=[CH:22][CH:21]=[CH:20][C:17]=2[C:18]#[N:19])[CH2:15][CH2:14]1. (3) Given the reactants C(OC([N:8]1[CH2:13][CH2:12][CH:11]([C:14]2[CH:15]=[N:16][C:17]([O:20][CH2:21][CH3:22])=[CH:18][CH:19]=2)[CH2:10][CH2:9]1)=O)(C)(C)C.[ClH:23], predict the reaction product. The product is: [ClH:23].[CH2:21]([O:20][C:17]1[N:16]=[CH:15][C:14]([CH:11]2[CH2:12][CH2:13][NH:8][CH2:9][CH2:10]2)=[CH:19][CH:18]=1)[CH3:22]. (4) Given the reactants [CH:1]1[C:18]2[CH:17]=[CH:16][C:15]3[C:6](=[CH:7][C:8](B(O)O)=[C:9]4[C:14]=3[CH:13]=[CH:12][CH:11]=[CH:10]4)[C:5]=2[CH:4]=[CH:3][CH:2]=1.[Br:22][C:23]1[CH:24]=[C:25](I)[CH:26]=[CH:27][CH:28]=1.C1(C)C=CC=CC=1.C(=O)([O-])[O-].[Na+].[Na+], predict the reaction product. The product is: [Br:22][C:23]1[CH:24]=[C:25]([C:17]2[CH:16]=[C:15]3[C:6](=[C:5]4[C:18]=2[CH:1]=[CH:2][CH:3]=[CH:4]4)[CH:7]=[CH:8][C:9]2[CH:10]=[CH:11][CH:12]=[CH:13][C:14]3=2)[CH:26]=[CH:27][CH:28]=1. (5) Given the reactants C[O:2][C:3]([C:5]1([CH2:15][CH2:16][NH:17][C:18]2[CH:23]=[CH:22][C:21]([N:24]3[CH2:29][CH2:28][CH:27]([N:30]4[CH2:34][CH2:33][CH2:32][C@@H:31]4[CH3:35])[CH2:26][CH2:25]3)=[CH:20][C:19]=2[CH3:36])[CH2:10][CH2:9][CH:8]([C:11]([O:13]C)=[O:12])[CH2:7][CH2:6]1)=O.CC(C)([O-])C.[K+].C1COCC1.[O-]S([O-])(=O)=O.[Na+].[Na+], predict the reaction product. The product is: [CH3:36][C:19]1[CH:20]=[C:21]([N:24]2[CH2:29][CH2:28][CH:27]([N:30]3[CH2:34][CH2:33][CH2:32][C@@H:31]3[CH3:35])[CH2:26][CH2:25]2)[CH:22]=[CH:23][C:18]=1[N:17]1[CH2:16][CH2:15][C:5]2([CH2:10][CH2:9][CH:8]([C:11]([OH:13])=[O:12])[CH2:7][CH2:6]2)[C:3]1=[O:2]. (6) Given the reactants Br[C:2]1[CH:3]=[N:4][CH:5]=[C:6]([Br:8])[CH:7]=1.CC(C)([O-])C.[Na+].C1C=CC(P(C2C(C3C(P(C4C=CC=CC=4)C4C=CC=CC=4)=CC=C4C=3C=CC=C4)=C3C(C=CC=C3)=CC=2)C2C=CC=CC=2)=CC=1.[C:61]1([CH:67]([NH2:71])[CH2:68][CH2:69][CH3:70])[CH:66]=[CH:65][CH:64]=[CH:63][CH:62]=1, predict the reaction product. The product is: [Br:8][C:6]1[CH:7]=[C:2]([NH:71][CH:67]([C:61]2[CH:66]=[CH:65][CH:64]=[CH:63][CH:62]=2)[CH2:68][CH2:69][CH3:70])[CH:3]=[N:4][CH:5]=1. (7) Given the reactants [CH3:1][C:2]1[C:7]([NH:8][C:9]([C:11]2[S:15][C:14]([NH:16][C:17]3[CH:18]=[C:19]([N:24]4[CH2:29][CH2:28][N:27]([CH2:30][CH2:31][OH:32])[CH2:26][CH2:25]4)[N:20]=[C:21]([CH3:23])[N:22]=3)=[N:13][CH:12]=2)=[O:10])=[C:6]([Cl:33])[CH:5]=[CH:4][CH:3]=1.C([O-])CCC, predict the reaction product. The product is: [CH3:1][C:2]1[C:7]([NH:8][C:9]([C:11]2[S:15][C:14]([NH:16][C:17]3[CH:18]=[C:19]([N:24]4[CH2:29][CH2:28][N:27]([CH2:30][CH2:31][OH:32])[CH2:26][CH2:25]4)[N:20]=[C:21]([CH3:23])[N:22]=3)=[N:13][CH:12]=2)=[O:10])=[C:6]([Cl:33])[CH:5]=[CH:4][CH:3]=1.